This data is from Forward reaction prediction with 1.9M reactions from USPTO patents (1976-2016). The task is: Predict the product of the given reaction. (1) The product is: [C:1]([O:6][C@@H:7]1[C@@H:15]([CH2:16][CH2:17][I:35])[C:14](=[O:23])[O:13][CH2:12][C@H:11]([NH:24][C:25]([O:27][C:28]([CH3:31])([CH3:30])[CH3:29])=[O:26])[C:10](=[O:32])[O:9][C@H:8]1[CH3:33])(=[O:5])[CH:2]([CH3:4])[CH3:3]. Given the reactants [C:1]([O:6][C@@H:7]1[C@@H:15]([CH2:16][CH2:17]OS(C)(=O)=O)[C:14](=[O:23])[O:13][CH2:12][C@H:11]([NH:24][C:25]([O:27][C:28]([CH3:31])([CH3:30])[CH3:29])=[O:26])[C:10](=[O:32])[O:9][C@H:8]1[CH3:33])(=[O:5])[CH:2]([CH3:4])[CH3:3].[Na+].[I-:35], predict the reaction product. (2) The product is: [CH3:44][O:43][C:18]1[CH:19]=[CH:20][C:21]([N:23]2[C:27](=[O:28])[C:26]([CH3:30])([CH3:29])[N:25]([CH2:31][C:32]3[C:41]4[C:36](=[CH:37][CH:38]=[CH:39][CH:40]=4)[N:35]=[CH:34][CH:33]=3)[C:24]2=[O:42])=[CH:22][C:17]=1[O:16][CH2:15][CH2:14][NH:13][CH:10]1[CH2:11][CH2:12][NH:8][CH2:9]1. Given the reactants C(OC([N:8]1[CH2:12][CH2:11][CH:10]([NH:13][CH2:14][CH2:15][O:16][C:17]2[CH:22]=[C:21]([N:23]3[C:27](=[O:28])[C:26]([CH3:30])([CH3:29])[N:25]([CH2:31][C:32]4[C:41]5[C:36](=[CH:37][CH:38]=[CH:39][CH:40]=5)[N:35]=[CH:34][CH:33]=4)[C:24]3=[O:42])[CH:20]=[CH:19][C:18]=2[O:43][CH3:44])[CH2:9]1)=O)(C)(C)C.Cl, predict the reaction product. (3) Given the reactants C[O:2][C:3](=O)[CH:4]([C:9]1[C:14]([C:15]([F:18])([F:17])[F:16])=[CH:13][CH:12]=[CH:11][N:10]=1)[C:5](OC)=[O:6].[NH2:20][C:21]1[N:25]=[CH:24][NH:23][N:22]=1, predict the reaction product. The product is: [F:16][C:15]([F:18])([F:17])[C:14]1[C:9]([C:4]2[C:5]([OH:6])=[N:20][C:21]3[N:22]([N:23]=[CH:24][N:25]=3)[C:3]=2[OH:2])=[N:10][CH:11]=[CH:12][CH:13]=1. (4) Given the reactants C([NH:8][C:9]1[C:10]([CH3:30])=[C:11]([CH3:29])[C:12]2[O:16][C@@H:15]([CH3:17])[C@@H:14]([C:18]3[CH:23]=[CH:22][C:21]([CH:24]([CH3:26])[CH3:25])=[CH:20][CH:19]=3)[C:13]=2[C:27]=1[CH3:28])C1C=CC=CC=1, predict the reaction product. The product is: [CH:24]([C:21]1[CH:22]=[CH:23][C:18]([C@H:14]2[C:13]3[C:27]([CH3:28])=[C:9]([NH2:8])[C:10]([CH3:30])=[C:11]([CH3:29])[C:12]=3[O:16][C@H:15]2[CH3:17])=[CH:19][CH:20]=1)([CH3:26])[CH3:25].